Dataset: Forward reaction prediction with 1.9M reactions from USPTO patents (1976-2016). Task: Predict the product of the given reaction. (1) The product is: [OH:20][C:13]1[C:14]2[NH:15][C:16](=[O:19])[S:17][C:18]=2[C:10]([CH2:9][CH2:8][N:7]([CH:24]([CH3:26])[CH:23]=[O:22])[C:34](=[O:35])[O:36][CH2:37][C:38]2[CH:43]=[CH:42][CH:41]=[CH:40][CH:39]=2)=[CH:11][CH:12]=1. Given the reactants C(=O)(O)[O-].[Na+].Br.[NH2:7][CH2:8][CH2:9][C:10]1[C:18]2[S:17][C:16](=[O:19])[NH:15][C:14]=2[C:13]([OH:20])=[CH:12][CH:11]=1.C[O:22][CH:23](OC)[C:24]([CH3:26])=O.C([BH3-])#N.[Na+].Cl[C:34]([O:36][CH2:37][C:38]1[CH:43]=[CH:42][CH:41]=[CH:40][CH:39]=1)=[O:35], predict the reaction product. (2) Given the reactants [CH3:1][C:2]1([CH3:9])[NH:7][CH2:6][CH2:5][NH:4][C:3]1=[O:8].[CH3:10][C:11]([O:14][C:15](O[C:15]([O:14][C:11]([CH3:13])([CH3:12])[CH3:10])=[O:16])=[O:16])([CH3:13])[CH3:12], predict the reaction product. The product is: [CH3:1][C:2]1([CH3:9])[C:3](=[O:8])[NH:4][CH2:5][CH2:6][N:7]1[C:15]([O:14][C:11]([CH3:13])([CH3:12])[CH3:10])=[O:16]. (3) Given the reactants [CH:1]12[CH2:7][CH:4]([CH:5]=[CH:6]1)[C:3](=O)[NH:2]2.[H-].[H-].[H-].[H-].[Li+].[Al+3].C12CC(C=C1)CN2.[N:22]1[O:23][N:24]=[C:25]2[CH:30]=[C:29]([C:31](Cl)=[O:32])[CH:28]=[CH:27][C:26]=12, predict the reaction product. The product is: [CH:1]12[CH2:7][CH:4]([CH:5]=[CH:6]1)[CH2:3][N:2]2[C:31]([C:29]1[CH:28]=[CH:27][C:26]2=[N:22][O:23][N:24]=[C:25]2[CH:30]=1)=[O:32]. (4) Given the reactants [Br:1][C:2]1[C:10]2[C:6](=[N:7][Se:8][N:9]=2)[C:5](Br)=[CH:4][CH:3]=1.[N+:12]([O-])([OH:14])=[O:13], predict the reaction product. The product is: [Br:1][C:2]1[C:10]2[C:6](=[N:7][Se:8][N:9]=2)[C:5]([N+:12]([O-:14])=[O:13])=[CH:4][CH:3]=1.